From a dataset of Forward reaction prediction with 1.9M reactions from USPTO patents (1976-2016). Predict the product of the given reaction. (1) Given the reactants [CH3:1][N:2]1[CH2:6][CH2:5][N:4]=[C:3]1[C:7]1[CH:12]=[CH:11][C:10]([NH:13][C:14](=[O:31])[CH:15]([CH2:27][C:28](O)=[O:29])[NH:16][C:17]([NH:19][C:20]2[CH:25]=[CH:24][C:23]([Cl:26])=[CH:22][CH:21]=2)=[O:18])=[CH:9][CH:8]=1.[CH3:32][NH:33][CH3:34].F[P-](F)(F)(F)(F)F.N1(O[P+](N(C)C)(N(C)C)N(C)C)C2C=CC=CC=2N=N1, predict the reaction product. The product is: [CH3:1][N:2]1[CH2:6][CH2:5][N:4]=[C:3]1[C:7]1[CH:8]=[CH:9][C:10]([NH:13][C:14](=[O:31])[CH:15]([CH2:27][C:28]([N:33]([CH3:34])[CH3:32])=[O:29])[NH:16][C:17]([NH:19][C:20]2[CH:25]=[CH:24][C:23]([Cl:26])=[CH:22][CH:21]=2)=[O:18])=[CH:11][CH:12]=1. (2) Given the reactants [NH2:1][C:2]1[C:3]([OH:13])=[C:4]([CH:10]=[CH:11][CH:12]=1)[C:5]([N:7]([CH3:9])[CH3:8])=[O:6].[CH2:14]([O:16][C:17]1[C:18](=O)[C:19](=[O:24])[C:20]=1[O:21]CC)[CH3:15].C([O-])([O-])=O.[K+].[K+], predict the reaction product. The product is: [CH2:14]([O:16][C:17]1[C:20](=[O:21])[C:19](=[O:24])[C:18]=1[NH:1][C:2]1[C:3]([OH:13])=[C:4]([CH:10]=[CH:11][CH:12]=1)[C:5]([N:7]([CH3:9])[CH3:8])=[O:6])[CH3:15]. (3) Given the reactants C(O)(=O)C.[F:5][C:6]([F:26])([F:25])[O:7][C:8]1[CH:13]=[CH:12][C:11]([N:14]2[CH2:18][CH2:17][C:16]3([CH2:23][CH2:22][NH:21][CH2:20][CH2:19]3)[C:15]2=[O:24])=[CH:10][CH:9]=1.[N:27]1([S:32](Cl)(=[O:34])=[O:33])[CH2:31][CH2:30][CH2:29][CH2:28]1, predict the reaction product. The product is: [N:27]1([S:32]([N:21]2[CH2:20][CH2:19][C:16]3([C:15](=[O:24])[N:14]([C:11]4[CH:12]=[CH:13][C:8]([O:7][C:6]([F:5])([F:25])[F:26])=[CH:9][CH:10]=4)[CH2:18][CH2:17]3)[CH2:23][CH2:22]2)(=[O:34])=[O:33])[CH2:31][CH2:30][CH2:29][CH2:28]1. (4) Given the reactants [OH:1][C@H:2]1[CH2:7][CH2:6][C@@H:5]([NH:8][C:9](=[O:15])[O:10][C:11]([CH3:14])([CH3:13])[CH3:12])[CH2:4][C:3]1([CH3:17])[CH3:16].CC(OI1(OC(C)=O)(OC(C)=O)OC(=O)C2C=CC=CC1=2)=O, predict the reaction product. The product is: [CH3:16][C:3]1([CH3:17])[C:2](=[O:1])[CH2:7][CH2:6][C@@H:5]([NH:8][C:9](=[O:15])[O:10][C:11]([CH3:14])([CH3:13])[CH3:12])[CH2:4]1. (5) The product is: [Cl:2][C:3]1[CH:33]=[CH:32][C:6]2[CH:7]=[C:8]([S:11]([N:14]3[CH2:19][CH2:18][N:17]([CH2:20][C:21]4([C:27]([O:29][CH3:30])=[O:28])[CH2:26][CH2:25][N:24]([C:40]5[CH:39]=[CH:38][N:37]=[CH:36][CH:41]=5)[CH2:23][CH2:22]4)[C:16](=[O:31])[CH2:15]3)(=[O:13])=[O:12])[CH2:9][O:10][C:5]=2[CH:4]=1. Given the reactants Cl.[Cl:2][C:3]1[CH:33]=[CH:32][C:6]2[CH:7]=[C:8]([S:11]([N:14]3[CH2:19][CH2:18][N:17]([CH2:20][C:21]4([C:27]([O:29][CH3:30])=[O:28])[CH2:26][CH2:25][NH:24][CH2:23][CH2:22]4)[C:16](=[O:31])[CH2:15]3)(=[O:13])=[O:12])[CH2:9][O:10][C:5]=2[CH:4]=1.Cl.Cl[C:36]1[CH:41]=[CH:40][CH:39]=[CH:38][N:37]=1.C(N(CC)CC)C, predict the reaction product.